Task: Regression. Given a peptide amino acid sequence and an MHC pseudo amino acid sequence, predict their binding affinity value. This is MHC class II binding data.. Dataset: Peptide-MHC class II binding affinity with 134,281 pairs from IEDB (1) The MHC is DRB1_0101 with pseudo-sequence DRB1_0101. The peptide sequence is KCIEWEKAQAGA. The binding affinity (normalized) is 0.753. (2) The binding affinity (normalized) is 0.132. The peptide sequence is IKKKEGMFVDEKPGN. The MHC is DRB1_0101 with pseudo-sequence DRB1_0101. (3) The peptide sequence is QELLDIANYLMEQIQ. The binding affinity (normalized) is 0. The MHC is H-2-IAb with pseudo-sequence H-2-IAb.